From a dataset of Reaction yield outcomes from USPTO patents with 853,638 reactions. Predict the reaction yield, written as a fraction of the theoretical maximum amount of product (1.0 means a 100% yield; for example, 0.34 means a 34% yield). (1) The yield is 0.260. The reactants are [H-].[H-].[H-].[H-].[Li+].[Al+3].OS(O)(=O)=O.[C:12]([O:16][C:17]([N:19]1[CH2:24][CH2:23][C:22]([C:32]#[N:33])([C:25]2[CH:30]=[CH:29][C:28]([I:31])=[CH:27][CH:26]=2)[CH2:21][CH2:20]1)=[O:18])([CH3:15])([CH3:14])[CH3:13]. The catalyst is C1COCC1. The product is [C:12]([O:16][C:17]([N:19]1[CH2:20][CH2:21][C:22]([CH2:32][NH2:33])([C:25]2[CH:30]=[CH:29][C:28]([I:31])=[CH:27][CH:26]=2)[CH2:23][CH2:24]1)=[O:18])([CH3:15])([CH3:14])[CH3:13]. (2) The reactants are [NH2:1][C@@H:2]1[C:8](=[O:9])[NH:7][C:6]2[CH:10]=[CH:11][CH:12]=[CH:13][C:5]=2[C:4]2[CH:14]=[CH:15][CH:16]=[CH:17][C:3]1=2.[OH:18][C:19]([CH3:34])([C:23]([NH:25][CH2:26][C:27]([F:33])([F:32])[C:28]([F:31])([F:30])[F:29])=[O:24])[C:20](O)=[O:21].O.ON1C2C=CC=CC=2N=N1.C(N(C(C)C)CC)(C)C.Cl.CN(C)CCCN=C=NCC.Cl. The catalyst is O1CCCC1. The product is [OH:18][C:19]([CH3:34])([C:23]([NH:25][CH2:26][C:27]([F:32])([F:33])[C:28]([F:29])([F:30])[F:31])=[O:24])[C:20]([NH:1][C@@H:2]1[C:8](=[O:9])[NH:7][C:6]2[CH:10]=[CH:11][CH:12]=[CH:13][C:5]=2[C:4]2[CH:14]=[CH:15][CH:16]=[CH:17][C:3]1=2)=[O:21]. The yield is 0.410. (3) The reactants are Br[CH2:2][CH2:3][Cl:4].[CH3:5][C:6]1[C:15]([C:16]2[S:17][C:18]([C:27]3[N:31]=[CH:30][N:29]([CH:32]4[CH2:37][CH2:36][CH2:35][CH2:34][O:33]4)[N:28]=3)=[C:19]([C:21]3[CH:26]=[CH:25][CH:24]=[CH:23][CH:22]=3)[N:20]=2)=[C:9]2[CH:10]=[C:11]([OH:14])[CH:12]=[CH:13][N:8]2[N:7]=1.C(=O)([O-])[O-].[Cs+].[Cs+]. No catalyst specified. The product is [Cl:4][CH2:3][CH2:2][O:14][C:11]1[CH:12]=[CH:13][N:8]2[N:7]=[C:6]([CH3:5])[C:15]([C:16]3[S:17][C:18]([C:27]4[N:31]=[CH:30][N:29]([CH:32]5[CH2:37][CH2:36][CH2:35][CH2:34][O:33]5)[N:28]=4)=[C:19]([C:21]4[CH:22]=[CH:23][CH:24]=[CH:25][CH:26]=4)[N:20]=3)=[C:9]2[CH:10]=1. The yield is 0.930. (4) The product is [F:27][C:28]1[CH:29]=[C:30]([C:2]2[CH:3]=[N:4][CH:5]=[C:6]3[C:11]=2[N:10]=[C:9]([C:12]([NH:14][CH:15]([C:17]2[CH:22]=[CH:21][C:20]([S:23]([CH3:26])(=[O:25])=[O:24])=[CH:19][CH:18]=2)[CH3:16])=[O:13])[CH:8]=[CH:7]3)[CH:31]=[CH:32][C:33]=1[F:34]. The catalyst is O1CCOCC1.O.C1(P([C-]2C=CC=C2)C2C=CC=CC=2)C=CC=CC=1.[C-]1(P(C2C=CC=CC=2)C2C=CC=CC=2)C=CC=C1.[Fe+2].[Pd](Cl)Cl. The reactants are Br[C:2]1[CH:3]=[N:4][CH:5]=[C:6]2[C:11]=1[N:10]=[C:9]([C:12]([NH:14][CH:15]([C:17]1[CH:22]=[CH:21][C:20]([S:23]([CH3:26])(=[O:25])=[O:24])=[CH:19][CH:18]=1)[CH3:16])=[O:13])[CH:8]=[CH:7]2.[F:27][C:28]1[CH:29]=[C:30](B(O)O)[CH:31]=[CH:32][C:33]=1[F:34].C(=O)([O-])[O-].[Cs+].[Cs+]. The yield is 0.900. (5) The reactants are Cl.[NH2:2][C:3]1[C:4]2[C:14]([O:15][CH2:16][C@H:17]3[CH2:22][CH2:21][CH2:20][NH:19][CH2:18]3)=[CH:13][CH:12]=[CH:11][C:5]=2[NH:6][S:7](=[O:10])(=[O:9])[N:8]=1.[CH3:23][NH:24][C:25]1[CH:26]=[C:27]([CH:31]=[CH:32][N:33]=1)[C:28](O)=[O:29]. No catalyst specified. The product is [NH2:2][C:3]1[C:4]2[C:14]([O:15][CH2:16][C@H:17]3[CH2:22][CH2:21][CH2:20][N:19]([C:28]([C:27]4[CH:31]=[CH:32][N:33]=[C:25]([NH:24][CH3:23])[CH:26]=4)=[O:29])[CH2:18]3)=[CH:13][CH:12]=[CH:11][C:5]=2[NH:6][S:7](=[O:9])(=[O:10])[N:8]=1. The yield is 0.440. (6) The reactants are [CH:1]([C:3]1[C:4]([CH3:13])=[CH:5][C:6]([CH3:12])=[C:7]([CH:11]=1)[C:8]([OH:10])=O)=[O:2].CCN(C(C)C)C(C)C.CN(C(ON1N=NC2C=CC=CC1=2)=[N+](C)C)C.F[P-](F)(F)(F)(F)F.Cl.[NH:48]1[CH2:53][CH2:52][CH:51]([C:54]2[CH:61]=[CH:60][C:57]([C:58]#[N:59])=[CH:56][CH:55]=2)[CH2:50][CH2:49]1. The catalyst is CN(C=O)C. The product is [CH:1]([C:3]1[C:4]([CH3:13])=[CH:5][C:6]([CH3:12])=[C:7]([CH:11]=1)[C:8]([N:48]1[CH2:53][CH2:52][CH:51]([C:54]2[CH:61]=[CH:60][C:57]([C:58]#[N:59])=[CH:56][CH:55]=2)[CH2:50][CH2:49]1)=[O:10])=[O:2]. The yield is 0.840.